Dataset: Peptide-MHC class I binding affinity with 185,985 pairs from IEDB/IMGT. Task: Regression. Given a peptide amino acid sequence and an MHC pseudo amino acid sequence, predict their binding affinity value. This is MHC class I binding data. The peptide sequence is RRMATTFTF. The MHC is HLA-B15:09 with pseudo-sequence HLA-B15:09. The binding affinity (normalized) is 0.0847.